Dataset: Full USPTO retrosynthesis dataset with 1.9M reactions from patents (1976-2016). Task: Predict the reactants needed to synthesize the given product. (1) Given the product [NH2:16][CH:15]([C:12]1[CH:13]=[CH:14][C:9]([S:6]([NH:5][C:1]([CH3:4])([CH3:3])[CH3:2])(=[O:8])=[O:7])=[CH:10][C:11]=1[CH3:17])[CH3:18], predict the reactants needed to synthesize it. The reactants are: [C:1]([NH:5][S:6]([C:9]1[CH:14]=[CH:13][C:12]([C:15]#[N:16])=[C:11]([CH3:17])[CH:10]=1)(=[O:8])=[O:7])([CH3:4])([CH3:3])[CH3:2].[CH3:18][Mg+].[Br-].CO.[BH4-].[Na+]. (2) Given the product [CH3:41][C:32]1[C:33]([C:37]([F:40])([F:39])[F:38])=[CH:34][CH:35]=[CH:36][C:31]=1[CH2:30][N:13]1[C:12](=[O:42])[C:11]([C:9]2[NH:10][C:44](=[O:45])[O:7][N:8]=2)=[CH:16][N:15]([C:17]2[CH:18]=[CH:19][C:20]([N:23]3[CH2:27][CH2:26][NH:25][C:24]3=[O:28])=[CH:21][CH:22]=2)[C:14]1=[O:29], predict the reactants needed to synthesize it. The reactants are: N1C=CC=CC=1.[OH:7][N:8]=[C:9]([C:11]1[C:12](=[O:42])[N:13]([CH2:30][C:31]2[CH:36]=[CH:35][CH:34]=[C:33]([C:37]([F:40])([F:39])[F:38])[C:32]=2[CH3:41])[C:14](=[O:29])[N:15]([C:17]2[CH:22]=[CH:21][C:20]([N:23]3[CH2:27][CH2:26][NH:25][C:24]3=[O:28])=[CH:19][CH:18]=2)[CH:16]=1)[NH2:10].Cl[C:44](OCC(C)C)=[O:45].